From a dataset of Full USPTO retrosynthesis dataset with 1.9M reactions from patents (1976-2016). Predict the reactants needed to synthesize the given product. (1) Given the product [F:1][C:2]([F:14])([F:13])[C:3]1[CH:4]=[C:5]([CH2:25][O:24][CH2:23][CH2:22][O:20][CH3:18])[CH:6]=[CH:7][C:8]=1[N+:9]([O-:11])=[O:10], predict the reactants needed to synthesize it. The reactants are: [F:1][C:2]([F:14])([F:13])[C:3]1[CH:4]=[C:5](O)[CH:6]=[CH:7][C:8]=1[N+:9]([O-:11])=[O:10].[H-].[Na+].[Cl-].[C:18](=[O:20])=O.C1[CH2:25][O:24][CH2:23][CH2:22]1. (2) Given the product [CH3:1][C:2]1[C:6]([C:7]2[C:15]3[C:10](=[N:11][CH:12]=[C:13]([C:16]4[CH:17]=[CH:18][C:19]([N:22]5[CH2:27][CH2:26][N:25]([C:28]([O:30][C:31]([CH3:34])([CH3:33])[CH3:32])=[O:29])[CH2:24][CH2:23]5)=[CH:20][CH:21]=4)[CH:14]=3)[NH:9][CH:8]=2)=[C:5]([CH3:45])[N:4]([CH2:46][C:47]2[CH:52]=[CH:51][CH:50]=[C:49]([CH3:53])[CH:48]=2)[N:3]=1, predict the reactants needed to synthesize it. The reactants are: [CH3:1][C:2]1[C:6]([C:7]2[C:15]3[C:10](=[N:11][CH:12]=[C:13]([C:16]4[CH:21]=[CH:20][C:19]([N:22]5[CH2:27][CH2:26][N:25]([C:28]([O:30][C:31]([CH3:34])([CH3:33])[CH3:32])=[O:29])[CH2:24][CH2:23]5)=[CH:18][CH:17]=4)[CH:14]=3)[N:9](S(C3C=CC(C)=CC=3)(=O)=O)[CH:8]=2)=[C:5]([CH3:45])[N:4]([CH2:46][C:47]2[CH:52]=[CH:51][CH:50]=[C:49]([CH3:53])[CH:48]=2)[N:3]=1.[OH-].[Li+]. (3) Given the product [CH3:8][C:6]1[S:7][C:3]([C:2](=[O:1])[C:11]2[CH:16]=[CH:15][CH:14]=[CH:13][C:12]=2[N+:17]([O-:19])=[O:18])=[C:4]([C:9]#[N:10])[N:5]=1, predict the reactants needed to synthesize it. The reactants are: [OH:1][CH:2]([C:11]1[CH:16]=[CH:15][CH:14]=[CH:13][C:12]=1[N+:17]([O-:19])=[O:18])[C:3]1[S:7][C:6]([CH3:8])=[N:5][C:4]=1[C:9]#[N:10].[Cr](O[Cr]([O-])(=O)=O)([O-])(=O)=O.[NH+]1C=CC=CC=1.[NH+]1C=CC=CC=1. (4) Given the product [C:6]([O:10][C:11]([NH:13][C@@H:14]([CH2:29][CH:30]1[CH2:31][CH2:32][CH2:33][CH2:34][CH2:35]1)[C@@H:15]([O:18][Si:19]([CH:20]([CH3:21])[CH3:22])([CH:23]([CH3:24])[CH3:25])[CH:26]([CH3:27])[CH3:28])[CH:16]([OH:17])[CH2:4][C:3]#[CH:2])=[O:12])([CH3:7])([CH3:8])[CH3:9], predict the reactants needed to synthesize it. The reactants are: [Mg].[CH2:2](Br)[C:3]#[CH:4].[C:6]([O:10][C:11]([NH:13][C@@H:14]([CH2:29][CH:30]1[CH2:35][CH2:34][CH2:33][CH2:32][CH2:31]1)[C@@H:15]([O:18][Si:19]([CH:26]([CH3:28])[CH3:27])([CH:23]([CH3:25])[CH3:24])[CH:20]([CH3:22])[CH3:21])[CH:16]=[O:17])=[O:12])([CH3:9])([CH3:8])[CH3:7].[NH4+].[Cl-]. (5) The reactants are: [NH2:1][C:2]1[C:3](Cl)=[N:4][CH:5]=[CH:6][C:7]=1[C:8]([O:10][CH3:11])=[O:9].[CH3:13][N:14]1[C:22]2[C:17](=[CH:18][CH:19]=[CH:20][CH:21]=2)[C:16]([C:23](=O)[CH3:24])=[N:15]1.[O-]S([O-])(=O)=O.[Mg+2].C(O)(=O)C.[O-]P([O-])([O-])=O.[K+].[K+].[K+]. Given the product [CH3:13][N:14]1[C:22]2[C:17](=[CH:18][CH:19]=[CH:20][CH:21]=2)[C:16]([C:23]2[NH:1][C:2]3[C:3](=[N:4][CH:5]=[CH:6][C:7]=3[C:8]([O:10][CH3:11])=[O:9])[CH:24]=2)=[N:15]1, predict the reactants needed to synthesize it. (6) Given the product [OH:19][C:17]1[N:18]=[C:13]([C:6]2[CH:7]=[CH:8][C:3]([C:1]#[N:2])=[CH:4][CH:5]=2)[C:14]([C:20]2[CH:25]=[CH:24][C:23]([CH3:26])=[CH:22][CH:21]=2)=[N:15][CH:16]=1, predict the reactants needed to synthesize it. The reactants are: [C:1]([C:3]1[CH:8]=[CH:7][C:6](B(O)O)=[CH:5][CH:4]=1)#[N:2].Cl[C:13]1[N:18]=[C:17]([OH:19])[CH:16]=[N:15][C:14]=1[C:20]1[CH:25]=[CH:24][C:23]([CH3:26])=[CH:22][CH:21]=1.C(=O)([O-])[O-].[Na+].[Na+]. (7) Given the product [CH2:54]([O:56][C:57](=[O:64])[C:58]([CH3:63])([CH3:62])[C:59]([O:61][CH2:35][O:34][C:32]1[N:31]([C:37]2[N:42]=[CH:41][CH:40]=[CH:39][N:38]=2)[N:30]=[C:29]([C@H:15]([NH:14][C:11]2[CH:12]=[CH:13][C:8]([C:7]([NH2:43])=[N:6][C:5]([O:4][CH2:3][C:2]([CH3:46])([CH3:45])[CH3:1])=[O:44])=[CH:9][CH:10]=2)[C:16]2[CH:21]=[C:20]([O:22][CH3:23])[CH:19]=[C:18]([O:24][CH2:25][CH2:26][OH:27])[C:17]=2[F:28])[N:33]=1)=[O:60])[CH3:55], predict the reactants needed to synthesize it. The reactants are: [CH3:1][C:2]([CH3:46])([CH3:45])[CH2:3][O:4][C:5](=[O:44])[N:6]=[C:7]([NH2:43])[C:8]1[CH:13]=[CH:12][C:11]([NH:14][CH:15]([C:29]2[N:33]=[C:32]([O:34][CH2:35]Cl)[N:31]([C:37]3[N:42]=[CH:41][CH:40]=[CH:39][N:38]=3)[N:30]=2)[C:16]2[CH:21]=[C:20]([O:22][CH3:23])[CH:19]=[C:18]([O:24][CH2:25][CH2:26][OH:27])[C:17]=2[F:28])=[CH:10][CH:9]=1.C(=O)([O-])O.[K+].[I-].[Na+].[CH2:54]([O:56][C:57](=[O:64])[C:58]([CH3:63])([CH3:62])[C:59]([OH:61])=[O:60])[CH3:55]. (8) Given the product [F:14][C:11]1[CH:10]=[CH:9][C:8]([C:7]2[C:17]3[CH2:16][O:15][CH2:20][CH2:19][C:18]=3[NH:6][C:4](=[O:5])[C:3]=2[C:1]#[N:2])=[CH:13][CH:12]=1, predict the reactants needed to synthesize it. The reactants are: [C:1]([C:3](=[CH:7][C:8]1[CH:13]=[CH:12][C:11]([F:14])=[CH:10][CH:9]=1)[C:4]([NH2:6])=[O:5])#[N:2].[O:15]1[CH2:20][CH2:19][C:18](=O)[CH2:17][CH2:16]1.